From a dataset of Full USPTO retrosynthesis dataset with 1.9M reactions from patents (1976-2016). Predict the reactants needed to synthesize the given product. (1) Given the product [CH:31]1([C:36]#[C:37][C:2]2[CH:23]=[CH:22][C:5]([C:6]([NH:8][S:9]([C:12]3[CH:17]=[CH:16][CH:15]=[CH:14][C:13]=3[S:18](=[O:21])(=[O:20])[NH2:19])(=[O:11])=[O:10])=[O:7])=[CH:4][C:3]=2[O:24][CH2:25][CH2:26][C:27]([F:30])([F:29])[F:28])[CH2:35][CH2:34][CH2:33][CH2:32]1, predict the reactants needed to synthesize it. The reactants are: Br[C:2]1[CH:23]=[CH:22][C:5]([C:6]([NH:8][S:9]([C:12]2[CH:17]=[CH:16][CH:15]=[CH:14][C:13]=2[S:18](=[O:21])(=[O:20])[NH2:19])(=[O:11])=[O:10])=[O:7])=[CH:4][C:3]=1[O:24][CH2:25][CH2:26][C:27]([F:30])([F:29])[F:28].[CH:31]1([C:36]#[CH:37])[CH2:35][CH2:34][CH2:33][CH2:32]1. (2) Given the product [Cl:1][C:2]1[CH:3]=[N:4][C:5]2[N:6]([N:8]=[C:9]([C:11]([N:22]3[CH2:21][CH2:20][C:19]4[C:24](=[C:15]([F:14])[CH:16]=[CH:17][CH:18]=4)[CH:23]3[CH2:25][CH3:26])=[O:13])[CH:10]=2)[CH:7]=1, predict the reactants needed to synthesize it. The reactants are: [Cl:1][C:2]1[CH:3]=[N:4][C:5]2[N:6]([N:8]=[C:9]([C:11]([OH:13])=O)[CH:10]=2)[CH:7]=1.[F:14][C:15]1[CH:16]=[CH:17][CH:18]=[C:19]2[C:24]=1[CH:23]([CH2:25][CH3:26])[NH:22][CH2:21][CH2:20]2. (3) The reactants are: [CH2:1]([O:3][C:4](=[O:26])[CH:5]([C:9]1([S:22][CH2:23][CH2:24][OH:25])[CH2:14][CH2:13][N:12]([CH2:15][C:16]2[CH:21]=[CH:20][CH:19]=[CH:18][CH:17]=2)[CH2:11][CH2:10]1)[NH:6]C=O)[CH3:2].Cl. Given the product [NH2:6][CH:5]([C:9]1([S:22][CH2:23][CH2:24][OH:25])[CH2:14][CH2:13][N:12]([CH2:15][C:16]2[CH:21]=[CH:20][CH:19]=[CH:18][CH:17]=2)[CH2:11][CH2:10]1)[C:4]([O:3][CH2:1][CH3:2])=[O:26], predict the reactants needed to synthesize it. (4) The reactants are: CN1C=C(C2C=CC=C(NC(C3SC4CCCCC=4C=3)=O)C=2C)N=C([O-])C1=O.[Na+].Br[C:31]1[N:36]=[C:35]([NH:37][C:38]2[CH:43]=[CH:42][C:41]([CH:44]([N:50]3[CH2:55][CH2:54][N:53]([CH2:56][CH3:57])[CH2:52][CH2:51]3)[C:45]([O:47][CH2:48][CH3:49])=[O:46])=[CH:40][CH:39]=2)[C:34](=[O:58])[N:33]([CH3:59])[CH:32]=1.[CH3:60][C:61]1[C:66](C2OC(C)(C)C(C)(C)O2)=[CH:65][CH:64]=[CH:63][C:62]=1[NH:76][C:77]([C:79]1[S:83][C:82]2[CH2:84][CH2:85][CH2:86][CH2:87][CH2:88][C:81]=2[CH:80]=1)=[O:78]. Given the product [CH2:56]([N:53]1[CH2:54][CH2:55][N:50]([CH:44]([C:41]2[CH:42]=[CH:43][C:38]([NH:37][C:35]3[C:34](=[O:58])[N:33]([CH3:59])[CH:32]=[C:31]([C:66]4[CH:65]=[CH:64][CH:63]=[C:62]([NH:76][C:77]([C:79]5[S:83][C:82]6[CH2:84][CH2:85][CH2:86][CH2:87][CH2:88][C:81]=6[CH:80]=5)=[O:78])[C:61]=4[CH3:60])[N:36]=3)=[CH:39][CH:40]=2)[C:45]([O:47][CH2:48][CH3:49])=[O:46])[CH2:51][CH2:52]1)[CH3:57], predict the reactants needed to synthesize it. (5) The reactants are: [CH2:1]1[CH2:6][C@H:5]([C:7]([OH:9])=[O:8])[CH2:4][CH2:3][C@H:2]1[CH2:10][NH2:11].[CH3:12][CH:13]([CH3:31])[C:14]([O:16][CH:17]([O:20][C:21](ON1C(=O)CCC1=O)=[O:22])[CH2:18][CH3:19])=[O:15]. Given the product [CH3:31][CH:13]([CH3:12])[C:14]([O:16][CH:17]([O:20][C:21]([NH:11][CH2:10][C@H:2]1[CH2:3][CH2:4][C@H:5]([C:7]([OH:9])=[O:8])[CH2:6][CH2:1]1)=[O:22])[CH2:18][CH3:19])=[O:15], predict the reactants needed to synthesize it. (6) Given the product [NH2:1][C:2]1[CH:3]=[C:4]([CH:7]=[C:8]([C:15]2[CH:14]=[N:13][N:12]([CH3:11])[CH:16]=2)[CH:9]=1)[C:5]#[N:6], predict the reactants needed to synthesize it. The reactants are: [NH2:1][C:2]1[CH:3]=[C:4]([CH:7]=[C:8](Br)[CH:9]=1)[C:5]#[N:6].[CH3:11][N:12]1[CH:16]=[C:15](B2OC(C)(C)C(C)(C)O2)[CH:14]=[N:13]1.ClCCl.C([O-])([O-])=O.[Na+].[Na+]. (7) Given the product [C:1]([NH:18][C@H:19]([C:26]([F:37])=[O:28])[CH2:20][O:21][C:22]([CH3:25])([CH3:24])[CH3:23])([O:3][CH2:4][CH:5]1[C:17]2[C:12](=[CH:13][CH:14]=[CH:15][CH:16]=2)[C:11]2[C:6]1=[CH:7][CH:8]=[CH:9][CH:10]=2)=[O:2], predict the reactants needed to synthesize it. The reactants are: [C:1]([NH:18][C@H:19]([C:26]([OH:28])=O)[CH2:20][O:21][C:22]([CH3:25])([CH3:24])[CH3:23])([O:3][CH2:4][CH:5]1[C:17]2[C:12](=[CH:13][CH:14]=[CH:15][CH:16]=2)[C:11]2[C:6]1=[CH:7][CH:8]=[CH:9][CH:10]=2)=[O:2].N1C=CC=CC=1.N1C(F)=NC(F)=NC=1[F:37].